This data is from Reaction yield outcomes from USPTO patents with 853,638 reactions. The task is: Predict the reaction yield, written as a fraction of the theoretical maximum amount of product (1.0 means a 100% yield; for example, 0.34 means a 34% yield). The reactants are [N:1]1[C:10]2[C:5](=[CH:6][C:7]([NH:11][C:12]3[S:13][C:14]([NH:20][C:21]([C:23]4[CH:27]=[CH:26][S:25][CH:24]=4)=[O:22])=[C:15]([C:17]([NH2:19])=[O:18])[N:16]=3)=[CH:8][CH:9]=2)[CH:4]=[CH:3][CH:2]=1.[C:28]([O-])([O-])=O.[K+].[K+].C[I:35]. The catalyst is CN(C=O)C. The product is [I-:35].[C:17]([C:15]1[N:16]=[C:12]([NH:11][C:7]2[CH:6]=[C:5]3[C:10](=[CH:9][CH:8]=2)[N+:1]([CH3:28])=[CH:2][CH:3]=[CH:4]3)[S:13][C:14]=1[NH:20][C:21]([C:23]1[CH:27]=[CH:26][S:25][CH:24]=1)=[O:22])(=[O:18])[NH2:19]. The yield is 0.150.